From a dataset of Full USPTO retrosynthesis dataset with 1.9M reactions from patents (1976-2016). Predict the reactants needed to synthesize the given product. (1) Given the product [O:1]1[CH2:5][CH2:4][O:3][CH:2]1[C:6]1[CH:13]=[CH:12][C:9]([CH2:10][NH:14][C:15]2[CH:20]=[CH:19][CH:18]=[CH:17][CH:16]=2)=[CH:8][CH:7]=1, predict the reactants needed to synthesize it. The reactants are: [O:1]1[CH2:5][CH2:4][O:3][CH:2]1[C:6]1[CH:13]=[CH:12][C:9]([CH:10]=O)=[CH:8][CH:7]=1.[NH2:14][C:15]1[CH:20]=[CH:19][CH:18]=[CH:17][CH:16]=1.C(O)(=O)C.C(O[BH-](OC(=O)C)OC(=O)C)(=O)C.[Na+]. (2) Given the product [Cl:1][C:2]1[C:3](=[O:25])[NH:4][N:5]=[CH:6][C:7]=1[O:8][C:9]1[CH:14]=[CH:13][CH:12]=[CH:11][C:10]=1[C:15]([F:17])([F:18])[F:16], predict the reactants needed to synthesize it. The reactants are: [Cl:1][C:2]1[C:3](=[O:25])[N:4](C2CCCCO2)[N:5]=[CH:6][C:7]=1[O:8][C:9]1[CH:14]=[CH:13][CH:12]=[CH:11][C:10]=1[C:15]([F:18])([F:17])[F:16].Cl. (3) The reactants are: F[C:2]1[CH:7]=[CH:6][C:5]([N+:8]([O-:10])=[O:9])=[CH:4][CH:3]=1.C(=O)([O-])[O-].[K+].[K+].[Cl:17][C:18]1[CH:23]=[CH:22][C:21]([OH:24])=[C:20]([CH:25]2[CH2:30][CH2:29][CH2:28][CH2:27][CH2:26]2)[CH:19]=1.CCOC(C)=O. Given the product [Cl:17][C:18]1[CH:23]=[CH:22][C:21]([O:24][C:2]2[CH:7]=[CH:6][C:5]([N+:8]([O-:10])=[O:9])=[CH:4][CH:3]=2)=[C:20]([CH:25]2[CH2:30][CH2:29][CH2:28][CH2:27][CH2:26]2)[CH:19]=1, predict the reactants needed to synthesize it. (4) Given the product [CH3:28][C:21]1[CH:22]=[C:23]([CH3:27])[CH:24]=[C:25]([CH3:26])[C:20]=1[S:17]([NH:15][CH:14]([CH2:16][S:7][C:1]1[CH:6]=[CH:5][CH:4]=[CH:3][CH:2]=1)[C:13]([F:30])([F:29])[F:12])(=[O:19])=[O:18], predict the reactants needed to synthesize it. The reactants are: [C:1]1([SH:7])[CH:6]=[CH:5][CH:4]=[CH:3][CH:2]=1.[H-].[Na+].[H][H].[F:12][C:13]([F:30])([F:29])[CH:14]1[CH2:16][N:15]1[S:17]([C:20]1[C:25]([CH3:26])=[CH:24][C:23]([CH3:27])=[CH:22][C:21]=1[CH3:28])(=[O:19])=[O:18]. (5) Given the product [CH3:1][C:2]1[CH:7]=[C:6]([N:8]2[CH2:12][CH2:11][CH:10]([CH2:13][N:14]3[CH2:18][CH2:17][CH2:16][CH:15]3[CH3:19])[CH2:9]2)[CH:5]=[CH:4][C:3]=1[NH:20][C:33]([C:28]1[CH:29]=[C:30]2[C:25](=[CH:26][CH:27]=1)[O:24][C:23]([CH3:37])([CH3:36])[CH:22]([OH:21])[CH:31]2[OH:32])=[O:34], predict the reactants needed to synthesize it. The reactants are: [CH3:1][C:2]1[CH:7]=[C:6]([N:8]2[CH2:12][CH2:11][CH:10]([CH2:13][N:14]3[CH2:18][CH2:17][CH2:16][CH:15]3[CH3:19])[CH2:9]2)[CH:5]=[CH:4][C:3]=1[NH2:20].[OH:21][CH:22]1[CH:31]([OH:32])[C:30]2[C:25](=[CH:26][CH:27]=[C:28]([C:33](O)=[O:34])[CH:29]=2)[O:24][C:23]1([CH3:37])[CH3:36]. (6) Given the product [Br:5][C:6]1[CH:11]=[CH:10][C:9]([O:12][CH:2]([CH3:4])[CH3:3])=[CH:8][N:7]=1, predict the reactants needed to synthesize it. The reactants are: Br[CH:2]([CH3:4])[CH3:3].[Br:5][C:6]1[CH:11]=[CH:10][C:9]([OH:12])=[CH:8][N:7]=1.C(=O)([O-])[O-].[K+].[K+].O. (7) Given the product [N:1]1[CH:6]=[C:5]2[C:4]([NH:8][CH:9]=[N:7]2)=[N:3][CH:2]=1, predict the reactants needed to synthesize it. The reactants are: [N:1]1[CH:6]=[C:5]([NH2:7])[C:4]([NH2:8])=[N:3][CH:2]=1.[CH:9](O)=O. (8) The reactants are: [NH2:1][C:2]1[CH:7]=[CH:6][C:5]([C:8]2[C:9]([NH2:24])=[N:10][C:11]([NH2:23])=[N:12][C:13]=2[CH2:14][CH2:15][CH2:16][C:17]2[CH:22]=[CH:21][CH:20]=[CH:19][CH:18]=2)=[CH:4][CH:3]=1.[Cl:25][C:26]1[CH:33]=[CH:32][C:29]([CH:30]=O)=[CH:28][CH:27]=1.C(O)(=O)C. Given the product [Cl:25][C:26]1[CH:33]=[CH:32][C:29]([CH2:30][NH:1][C:2]2[CH:7]=[CH:6][C:5]([C:8]3[C:9]([NH2:24])=[N:10][C:11]([NH2:23])=[N:12][C:13]=3[CH2:14][CH2:15][CH2:16][C:17]3[CH:18]=[CH:19][CH:20]=[CH:21][CH:22]=3)=[CH:4][CH:3]=2)=[CH:28][CH:27]=1, predict the reactants needed to synthesize it. (9) Given the product [Br:19][C:20]1[CH:21]=[C:22]([C:9]2[CH:17]=[CH:16][CH:15]=[C:14]3[C:10]=2[CH:11]=[CH:12][NH:13]3)[CH:23]=[CH:24][CH:25]=1, predict the reactants needed to synthesize it. The reactants are: CC1(C)C(C)(C)OB([C:9]2[CH:17]=[CH:16][CH:15]=[C:14]3[C:10]=2[CH:11]=[CH:12][NH:13]3)O1.[Br:19][C:20]1[CH:25]=[CH:24][C:23](Br)=[CH:22][CH:21]=1.[OH-].[Na+]. (10) Given the product [CH:27]1([NH:26][C:24]([C:23]2[CH:30]=[C:31]([F:34])[C:32]([CH3:33])=[C:21]([N:17]3[CH:18]=[CH:19][N:20]=[C:15]([NH:14][C:11]([C:6]4[CH:7]=[CH:8][CH:9]=[CH:10][C:5]=4[O:4][CH2:3][CH2:2][NH:1][CH2:44][C:45]([OH:47])=[O:46])([CH3:12])[CH3:13])[C:16]3=[O:35])[CH:22]=2)=[O:25])[CH2:28][CH2:29]1, predict the reactants needed to synthesize it. The reactants are: [NH2:1][CH2:2][CH2:3][O:4][C:5]1[CH:10]=[CH:9][CH:8]=[CH:7][C:6]=1[C:11]([NH:14][C:15]1[C:16](=[O:35])[N:17]([C:21]2[CH:22]=[C:23]([CH:30]=[C:31]([F:34])[C:32]=2[CH3:33])[C:24]([NH:26][CH:27]2[CH2:29][CH2:28]2)=[O:25])[CH:18]=[CH:19][N:20]=1)([CH3:13])[CH3:12].C(N(CC)CC)C.Br[CH2:44][C:45]([O:47]C)=[O:46].C(O)(=O)C.